Dataset: Full USPTO retrosynthesis dataset with 1.9M reactions from patents (1976-2016). Task: Predict the reactants needed to synthesize the given product. (1) Given the product [OH:28][C:24]1[CH:23]=[C:22]([C:5]2[N:6]=[C:7]3[C:2]([NH:1][C:62](=[O:61])[N:8]3[CH:9]3[CH2:14][CH2:13][NH:12][CH2:11][CH2:10]3)=[C:3]([C:29]([NH2:34])=[O:30])[N:4]=2)[CH:27]=[CH:26][CH:25]=1, predict the reactants needed to synthesize it. The reactants are: [NH2:1][C:2]1[C:3]([C:29](OCC)=[O:30])=[N:4][C:5]([C:22]2[CH:27]=[CH:26][CH:25]=[C:24]([OH:28])[CH:23]=2)=[N:6][C:7]=1[NH:8][CH:9]1[CH2:14][CH2:13][N:12](C(OC(C)(C)C)=O)[CH2:11][CH2:10]1.[NH2:34]C1C(C(OCC)=O)=NC(Cl)=NC=1NC1CCN(C(OC(C)(C)C)=O)CC1.[OH:61][C:62]1C=C(B(O)O)C=CC=1.P([O-])([O-])([O-])=O.[K+].[K+].[K+].C1(P(C2CCCCC2)C2C(OC)=CC=CC=2OC)CCCCC1. (2) Given the product [CH2:13]([O:12][CH2:11][CH2:10][O:9][C:5]1[CH:6]=[C:7]([CH3:8])[C:2]([B:27]([OH:32])[OH:28])=[C:3]([CH3:15])[CH:4]=1)[CH3:14], predict the reactants needed to synthesize it. The reactants are: Br[C:2]1[C:7]([CH3:8])=[CH:6][C:5]([O:9][CH2:10][CH2:11][O:12][CH2:13][CH3:14])=[CH:4][C:3]=1[CH3:15].CCCCCC.C([Li])CCC.[B:27](OC(C)C)([O:32]C(C)C)[O:28]C(C)C.Cl. (3) Given the product [C:1]([O:5][C:6]([NH:8][CH2:9][C@H:10]1[CH2:11][CH2:12][C@H:13]([C:16]([NH:18][C@H:19]([C:20]([NH:22][C:23]2[CH:28]=[CH:27][C:26]([C:29]3[NH:33][N:32]=[C:31]([C:34]([F:41])([F:42])[C:35]([C:36]([OH:38])=[O:37])([F:39])[F:40])[N:30]=3)=[CH:25][CH:24]=2)=[O:21])[CH2:43][C:44]2[CH:49]=[CH:48][C:47]([C:50]3[C:51]([CH3:60])=[CH:52][CH:53]=[C:54]([C:56]([OH:58])=[O:57])[CH:55]=3)=[CH:46][CH:45]=2)=[O:17])[CH2:14][CH2:15]1)=[O:7])([CH3:4])([CH3:2])[CH3:3], predict the reactants needed to synthesize it. The reactants are: [C:1]([O:5][C:6]([NH:8][CH2:9][C@H:10]1[CH2:15][CH2:14][C@H:13]([C:16]([NH:18][C@@H:19]([CH2:43][C:44]2[CH:49]=[CH:48][C:47]([C:50]3[CH:55]=[C:54]([C:56]([O:58]C)=[O:57])[CH:53]=[CH:52][C:51]=3[CH3:60])=[CH:46][CH:45]=2)[C:20]([NH:22][C:23]2[CH:28]=[CH:27][C:26]([C:29]3[NH:33][N:32]=[C:31]([C:34]([F:42])([F:41])[C:35]([F:40])([F:39])[C:36]([OH:38])=[O:37])[N:30]=3)=[CH:25][CH:24]=2)=[O:21])=[O:17])[CH2:12][CH2:11]1)=[O:7])([CH3:4])([CH3:3])[CH3:2].O.[OH-].[Li+].C(OCC)(=O)C.O.Cl. (4) The reactants are: [CH3:1][O:2][C:3]1[CH:4]=[C:5]([C:12]2[CH:17]=[CH:16][C:15]([C:18](=[O:27])[CH2:19][C:20]([CH3:26])([CH3:25])[C:21]([O:23][CH3:24])=[O:22])=[CH:14][CH:13]=2)[CH:6]=[CH:7][C:8]=1[N+:9]([O-])=O.Cl. Given the product [NH2:9][C:8]1[CH:7]=[CH:6][C:5]([C:12]2[CH:13]=[CH:14][C:15]([C:18](=[O:27])[CH2:19][C:20]([CH3:26])([CH3:25])[C:21]([O:23][CH3:24])=[O:22])=[CH:16][CH:17]=2)=[CH:4][C:3]=1[O:2][CH3:1], predict the reactants needed to synthesize it. (5) Given the product [CH3:13][O:12][C:8]1[CH:7]=[C:4]([CH:3]=[C:2]([O:1][Si:20]([CH:27]([CH3:29])[CH3:28])([CH:24]([CH3:26])[CH3:25])[CH:21]([CH3:23])[CH3:22])[C:9]=1[O:10][CH3:11])[CH:5]=[O:6], predict the reactants needed to synthesize it. The reactants are: [OH:1][C:2]1[CH:3]=[C:4]([CH:7]=[C:8]([O:12][CH3:13])[C:9]=1[O:10][CH3:11])[CH:5]=[O:6].N1C=CN=C1.Cl[Si:20]([CH:27]([CH3:29])[CH3:28])([CH:24]([CH3:26])[CH3:25])[CH:21]([CH3:23])[CH3:22].O. (6) The reactants are: [CH2:1]([O:8][CH2:9][C@@H:10]1[O:15][CH2:14][C@@:13]([NH:24][C:25]([NH:27][C:28](=[O:35])[C:29]2[CH:34]=[CH:33][CH:32]=[CH:31][CH:30]=2)=[S:26])([C:16]2[CH:21]=[C:20]([Br:22])[CH:19]=[CH:18][C:17]=2[F:23])[C@H:12]([CH2:36]O)[CH2:11]1)[C:2]1[CH:7]=[CH:6][CH:5]=[CH:4][CH:3]=1.N1C=CC=CC=1.FC(F)(F)S(OS(C(F)(F)F)(=O)=O)(=O)=O. Given the product [CH2:1]([O:8][CH2:9][C@@H:10]1[O:15][CH2:14][C@:13]2([C:16]3[CH:21]=[C:20]([Br:22])[CH:19]=[CH:18][C:17]=3[F:23])[N:24]=[C:25]([NH:27][C:28](=[O:35])[C:29]3[CH:30]=[CH:31][CH:32]=[CH:33][CH:34]=3)[S:26][CH2:36][C@@H:12]2[CH2:11]1)[C:2]1[CH:7]=[CH:6][CH:5]=[CH:4][CH:3]=1, predict the reactants needed to synthesize it.